Dataset: Forward reaction prediction with 1.9M reactions from USPTO patents (1976-2016). Task: Predict the product of the given reaction. (1) Given the reactants [CH3:1][CH2:2][O:3][C:4]([CH:6]1[C:11](=[O:12])[CH2:10][CH2:9][NH:8][CH2:7]1)=[O:5].Cl.C(N(CC)CC)C.[CH2:21]([O:28][C:29](ON1C(=O)CCC1=O)=[O:30])[C:22]1[CH:27]=[CH:26][CH:25]=[CH:24][CH:23]=1, predict the reaction product. The product is: [CH2:2]([O:3][C:4]([C:6]1[CH2:7][N:8]([C:29]([O:28][CH2:21][C:22]2[CH:27]=[CH:26][CH:25]=[CH:24][CH:23]=2)=[O:30])[CH2:9][CH2:10][C:11]=1[OH:12])=[O:5])[CH3:1]. (2) Given the reactants [N+:1]([C:4]1[C:5]([CH3:11])=[C:6]([OH:10])[CH:7]=[CH:8][CH:9]=1)([O-:3])=[O:2].O[CH:13]1[CH2:17][CH2:16][N:15]([C:18]([O:20][C:21]([CH3:24])([CH3:23])[CH3:22])=[O:19])[CH2:14]1.C1(P(C2C=CC=CC=2)C2C=CC=CC=2)C=CC=CC=1.N(C(OCC)=O)=NC(OCC)=O, predict the reaction product. The product is: [CH3:11][C:5]1[C:4]([N+:1]([O-:3])=[O:2])=[CH:9][CH:8]=[CH:7][C:6]=1[O:10][CH:17]1[CH2:13][CH2:14][N:15]([C:18]([O:20][C:21]([CH3:24])([CH3:23])[CH3:22])=[O:19])[CH2:16]1. (3) Given the reactants C[O:2][C:3]1[CH:4]=[C:5]2[C:10](=[CH:11][C:12]=1[C:13]1[N:14]=[N:15][C:16]([N:19]([CH3:30])[CH:20]3[CH2:25][C:24]([CH3:27])([CH3:26])[NH:23][C:22]([CH3:29])([CH3:28])[CH2:21]3)=[CH:17][CH:18]=1)[C:9](=[O:31])[N:8]([CH3:32])[CH:7]=[CH:6]2.B(Br)(Br)Br, predict the reaction product. The product is: [OH:2][C:3]1[CH:4]=[C:5]2[C:10](=[CH:11][C:12]=1[C:13]1[N:14]=[N:15][C:16]([N:19]([CH3:30])[CH:20]3[CH2:21][C:22]([CH3:28])([CH3:29])[NH:23][C:24]([CH3:26])([CH3:27])[CH2:25]3)=[CH:17][CH:18]=1)[C:9](=[O:31])[N:8]([CH3:32])[CH:7]=[CH:6]2. (4) Given the reactants C1([C@H](N[C:8]2[N:16]=[C:15]([C:17]#[N:18])[N:14]=[C:13]3[C:9]=2[N:10](C[C@H]2CC[C@H](C)CC2)[C:11](C(C2C=CC=CC=2)=O)=[N:12]3)C)CCC1.C[Si](C)(C)C(F)(F)F.[F-].C[N+](C)(C)C, predict the reaction product. The product is: [N:16]1[CH:8]=[C:9]2[C:13]([N:12]=[CH:11][NH:10]2)=[N:14][C:15]=1[C:17]#[N:18]. (5) Given the reactants [Br:1][C:2]1[C:3]([F:20])=[C:4]([CH:17]=[CH:18][CH:19]=1)/[CH:5]=[C:6]1\[C:7](=[O:16])[NH:8][C:9]2[C:10]\1=[N:11][CH:12]=[C:13]([Cl:15])[CH:14]=2.[Li+].[OH-].[C:23]([C:25]1[CH:30]=[CH:29][C:28]([NH:31][C:32](=[O:41])[CH2:33]/[N:34]=[CH:35]/[CH2:36][C:37]([CH3:40])([CH3:39])[CH3:38])=[C:27]([O:42][CH3:43])[CH:26]=1)#[N:24], predict the reaction product. The product is: [Br:1][C:2]1[C:3]([F:20])=[C:4]([CH:5]2[C:6]3([C:10]4=[N:11][CH:12]=[C:13]([Cl:15])[CH:14]=[C:9]4[NH:8][C:7]3=[O:16])[CH:35]([CH2:36][C:37]([CH3:40])([CH3:39])[CH3:38])[NH:34][CH:33]2[C:32]([NH:31][C:28]2[CH:29]=[CH:30][C:25]([C:23]#[N:24])=[CH:26][C:27]=2[O:42][CH3:43])=[O:41])[CH:17]=[CH:18][CH:19]=1.